This data is from Full USPTO retrosynthesis dataset with 1.9M reactions from patents (1976-2016). The task is: Predict the reactants needed to synthesize the given product. (1) Given the product [OH:8][CH2:7][C:6]1[CH:10]=[C:2]([I:1])[CH:3]=[CH:4][C:5]=1[OH:11], predict the reactants needed to synthesize it. The reactants are: [I:1][C:2]1[CH:10]=[C:6]([C:7](O)=[O:8])[C:5]([OH:11])=[CH:4][CH:3]=1.B.CSC. (2) The reactants are: [CH2:1]([O:3][C:4]([C:6]1[C:14]2[C:13]([C:15]3[CH:20]=[CH:19][CH:18]=[C:17]([NH:21][C:22](=[O:27])[C:23]([CH2:25]O)=[CH2:24])[CH:16]=3)=[N:12][CH:11]=[N:10][C:9]=2[NH:8][CH:7]=1)=[O:5])[CH3:2].C(Cl)Cl.CCN(S(F)(F)[F:37])CC. Given the product [CH2:1]([O:3][C:4]([C:6]1[C:14]2[C:13]([C:15]3[CH:20]=[CH:19][CH:18]=[C:17]([NH:21][C:22](=[O:27])[C:23]([CH2:25][F:37])=[CH2:24])[CH:16]=3)=[N:12][CH:11]=[N:10][C:9]=2[NH:8][CH:7]=1)=[O:5])[CH3:2], predict the reactants needed to synthesize it. (3) Given the product [CH2:30]([NH:37][S:15]([CH2:14][C@H:13]([C@H:10]1[CH2:11][CH2:12][NH:8][CH2:9]1)[O:19][C:20]1[CH:25]=[CH:24][C:23]([C:26]([F:29])([F:28])[F:27])=[CH:22][CH:21]=1)(=[O:16])=[O:17])[C:31]1[CH:36]=[CH:35][CH:34]=[CH:33][CH:32]=1.[C:38]([OH:44])([C:40]([F:43])([F:42])[F:41])=[O:39], predict the reactants needed to synthesize it. The reactants are: C(OC([N:8]1[CH2:12][CH2:11][C@H:10]([C@H:13]([O:19][C:20]2[CH:25]=[CH:24][C:23]([C:26]([F:29])([F:28])[F:27])=[CH:22][CH:21]=2)[CH2:14][S:15](Cl)(=[O:17])=[O:16])[CH2:9]1)=O)(C)(C)C.[CH2:30]([NH2:37])[C:31]1[CH:36]=[CH:35][CH:34]=[CH:33][CH:32]=1.[C:38]([OH:44])([C:40]([F:43])([F:42])[F:41])=[O:39]. (4) Given the product [Cl:21][C:22]1[CH:23]=[CH:24][C:25]([CH3:36])=[C:26]([N:28]2[CH2:29][CH:30]3[CH2:31][N:32]([C:2]4[S:3][C:4]([C:7]5[N:8]=[N:9][N:10]([CH2:12][C:13]([O:15][C:16]([CH3:19])([CH3:18])[CH3:17])=[O:14])[N:11]=5)=[CH:5][N:6]=4)[CH2:33][CH:34]3[CH2:35]2)[CH:27]=1, predict the reactants needed to synthesize it. The reactants are: Br[C:2]1[S:3][C:4]([C:7]2[N:8]=[N:9][N:10]([CH2:12][C:13]([O:15][C:16]([CH3:19])([CH3:18])[CH3:17])=[O:14])[N:11]=2)=[CH:5][N:6]=1.Cl.[Cl:21][C:22]1[CH:23]=[CH:24][C:25]([CH3:36])=[C:26]([N:28]2[CH2:35][CH:34]3[CH:30]([CH2:31][NH:32][CH2:33]3)[CH2:29]2)[CH:27]=1.CCN(C(C)C)C(C)C. (5) Given the product [C:1]([O:5][C:6](=[O:15])[N:7]([C:8]1[S:12][C:11]([Cl:13])=[N:10][C:9]=1[Cl:14])[C:27](=[O:28])[CH2:26][CH2:25][S:24][CH3:23])([CH3:4])([CH3:2])[CH3:3], predict the reactants needed to synthesize it. The reactants are: [C:1]([O:5][C:6](=[O:15])[NH:7][C:8]1[S:12][C:11]([Cl:13])=[N:10][C:9]=1[Cl:14])([CH3:4])([CH3:3])[CH3:2].C(N(CC)CC)C.[CH3:23][S:24][CH2:25][CH2:26][C:27](Cl)=[O:28]. (6) Given the product [Br:1][C:2]1[CH:10]=[CH:9][C:5]([C:6]([N:26]2[CH2:27][CH2:28][N:23]([C:17]3[C:16]([CH:13]4[CH2:15][CH2:14]4)=[CH:21][C:20]([CH3:22])=[CH:19][N:18]=3)[CH2:24][CH2:25]2)=[O:7])=[C:4]([F:11])[CH:3]=1, predict the reactants needed to synthesize it. The reactants are: [Br:1][C:2]1[CH:10]=[CH:9][C:5]([C:6](Cl)=[O:7])=[C:4]([F:11])[CH:3]=1.Cl.[CH:13]1([C:16]2[C:17]([N:23]3[CH2:28][CH2:27][NH:26][CH2:25][CH2:24]3)=[N:18][CH:19]=[C:20]([CH3:22])[CH:21]=2)[CH2:15][CH2:14]1. (7) Given the product [CH3:15][O:16][C:17]1[CH:18]=[C:19]([C:2]2[C:3]([NH2:14])=[N:4][C:5]([N:8]3[CH2:13][CH2:12][O:11][CH2:10][CH2:9]3)=[N:6][CH:7]=2)[CH:20]=[N:21][CH:22]=1, predict the reactants needed to synthesize it. The reactants are: Br[C:2]1[C:3]([NH2:14])=[N:4][C:5]([N:8]2[CH2:13][CH2:12][O:11][CH2:10][CH2:9]2)=[N:6][CH:7]=1.[CH3:15][O:16][C:17]1[CH:18]=[C:19](B(O)O)[CH:20]=[N:21][CH:22]=1.C1(P(C2CCCCC2)C2CCCCC2)CCCCC1.[O-]P([O-])([O-])=O.[K+].[K+].[K+]. (8) Given the product [C:33]([O:36][C:37]([N:23]1[CH2:22][C@@H:21]2[C@H:16]([CH2:17][CH2:18][C@:19]3([CH3:30])[C:28](=[O:29])[CH2:27][CH2:26][C@H:20]32)[C@:15]2([CH3:31])[C:24]1=[CH:25][C@@H:12]([O:5][Si:4]([CH:49]([CH3:50])[CH3:48])([CH:6]([CH3:8])[CH3:7])[CH:1]([CH3:3])[CH3:2])[CH2:13][CH2:14]2)=[O:38])([CH3:35])([CH3:34])[CH3:32], predict the reactants needed to synthesize it. The reactants are: [CH:1]([Si:4]([CH:6]([CH3:8])[CH3:7])=[O:5])([CH3:3])[CH3:2].C([C@@H:12]1[CH2:25][C:24]2[C@@:15]([CH3:31])([C@@H:16]3[C@@H:21]([CH2:22][N:23]=2)[C@@H:20]2[CH2:26][CH2:27][C:28](=[O:29])[C@@:19]2([CH3:30])[CH2:18][CH2:17]3)[CH2:14][CH2:13]1)(C)C.[CH3:32][C:33]([O:36][C:37](O[C:37]([O:36][C:33]([CH3:35])([CH3:34])[CH3:32])=[O:38])=[O:38])([CH3:35])[CH3:34].N1C=C[CH:50]=[CH:49][CH:48]=1.